Dataset: Reaction yield outcomes from USPTO patents with 853,638 reactions. Task: Predict the reaction yield, written as a fraction of the theoretical maximum amount of product (1.0 means a 100% yield; for example, 0.34 means a 34% yield). (1) The reactants are [Br:1][C:2]1[CH:11]=[CH:10][C:5]([C:6]([O:8]C)=O)=[C:4]([CH3:12])[CH:3]=1.BrN1C(=O)CCC1=O.[NH2:21][CH2:22][CH2:23][N:24]1[CH2:29][CH2:28][O:27][CH2:26][CH2:25]1. No catalyst specified. The product is [Br:1][C:2]1[CH:3]=[C:4]2[C:5](=[CH:10][CH:11]=1)[C:6](=[O:8])[N:21]([CH2:22][CH2:23][N:24]1[CH2:29][CH2:28][O:27][CH2:26][CH2:25]1)[CH2:12]2. The yield is 0.620. (2) The reactants are Cl[C:2]1[CH:7]=[C:6]([C:8]2[CH:13]=[CH:12][CH:11]=[C:10]([Cl:14])[CH:9]=2)[N:5]=[C:4]2[CH2:15][CH2:16][CH2:17][C:3]=12.[NH2:18][C:19]1[CH:24]=[CH:23][C:22]([CH2:25][C@@H:26]([OH:28])[CH3:27])=[CH:21][CH:20]=1. No catalyst specified. The product is [Cl:14][C:10]1[CH:9]=[C:8]([C:6]2[N:5]=[C:4]3[CH2:15][CH2:16][CH2:17][C:3]3=[C:2]([NH:18][C:19]3[CH:20]=[CH:21][C:22]([CH2:25][C@@H:26]([OH:28])[CH3:27])=[CH:23][CH:24]=3)[CH:7]=2)[CH:13]=[CH:12][CH:11]=1. The yield is 0.260. (3) The yield is 0.700. The product is [Br:11][C:12]1[CH:13]=[C:14]([CH:18]([N:25]2[CH:29]=[C:28]([C:30]3[C:31]4[CH:38]=[CH:37][N:36]([CH2:39][O:40][CH2:41][CH2:42][Si:43]([CH3:44])([CH3:46])[CH3:45])[C:32]=4[N:33]=[CH:34][N:35]=3)[CH:27]=[N:26]2)[CH2:19][CH:20]=[O:21])[CH:15]=[CH:16][CH:17]=1. The catalyst is CCCCCC. The reactants are [H-].C([Al+]CC(C)C)C(C)C.[Br:11][C:12]1[CH:13]=[C:14]([CH:18]([N:25]2[CH:29]=[C:28]([C:30]3[C:31]4[CH:38]=[CH:37][N:36]([CH2:39][O:40][CH2:41][CH2:42][Si:43]([CH3:46])([CH3:45])[CH3:44])[C:32]=4[N:33]=[CH:34][N:35]=3)[CH:27]=[N:26]2)[CH2:19][C:20](OCC)=[O:21])[CH:15]=[CH:16][CH:17]=1.C(Cl)Cl. (4) The reactants are [OH-].[Na+].[CH3:3][O:4]/[C:5](=[CH:10]\[C:11]1[CH:16]=[CH:15][C:14]([C:17]2[CH:22]=[CH:21][CH:20]=[C:19]([N:23]([CH3:32])[C:24]([NH:26][CH2:27][CH2:28][CH2:29][CH2:30][CH3:31])=[O:25])[CH:18]=2)=[CH:13][CH:12]=1)/[C:6]([O:8]C)=[O:7].C(O)(=O)C. The catalyst is O1CCCC1. The product is [CH3:3][O:4]/[C:5](=[CH:10]\[C:11]1[CH:12]=[CH:13][C:14]([C:17]2[CH:22]=[CH:21][CH:20]=[C:19]([N:23]([CH3:32])[C:24]([NH:26][CH2:27][CH2:28][CH2:29][CH2:30][CH3:31])=[O:25])[CH:18]=2)=[CH:15][CH:16]=1)/[C:6]([OH:8])=[O:7]. The yield is 0.820. (5) The reactants are [Si]([O:8][CH2:9][C:10]1[N:11]([CH3:46])[C:12]2[CH:13]=[C:14]3[C:23]([CH3:24])=[CH:22][CH2:21][C:20]4[C:25]([OH:45])=[C:26]([C:41]([O:43][CH3:44])=[O:42])[C:27](=[O:40])[N:28]([CH2:29][C:30]5[CH:35]=[CH:34][C:33]([O:36][CH3:37])=[CH:32][C:31]=5[O:38][CH3:39])[C:19]=4[C:15]3=[CH:16][C:17]=2[CH:18]=1)(C(C)(C)C)(C)C.CCCC[N+](CCCC)(CCCC)CCCC.[F-]. The catalyst is C1COCC1. The product is [CH3:39][O:38][C:31]1[CH:32]=[C:33]([O:36][CH3:37])[CH:34]=[CH:35][C:30]=1[CH2:29][N:28]1[C:19]2[C:15]3=[CH:16][C:17]4[CH:18]=[C:10]([CH2:9][OH:8])[N:11]([CH3:46])[C:12]=4[CH:13]=[C:14]3[C:23]([CH3:24])=[CH:22][CH2:21][C:20]=2[C:25]([OH:45])=[C:26]([C:41]([O:43][CH3:44])=[O:42])[C:27]1=[O:40]. The yield is 0.880.